Dataset: CYP1A2 inhibition data for predicting drug metabolism from PubChem BioAssay. Task: Regression/Classification. Given a drug SMILES string, predict its absorption, distribution, metabolism, or excretion properties. Task type varies by dataset: regression for continuous measurements (e.g., permeability, clearance, half-life) or binary classification for categorical outcomes (e.g., BBB penetration, CYP inhibition). Dataset: cyp1a2_veith. (1) The compound is Br.COc1ccc2c(c1)[C@]13CCCC[C@@H]1[C@H](C2)N(C)CC3.O. The result is 0 (non-inhibitor). (2) The compound is CCOc1ccc2c(c1)C(C)=CC(C)(C)N2. The result is 1 (inhibitor). (3) The drug is COc1cc(CNCCO)cc(Br)c1OCc1ccccc1Cl.Cl. The result is 1 (inhibitor).